Regression. Given two drug SMILES strings and cell line genomic features, predict the synergy score measuring deviation from expected non-interaction effect. From a dataset of NCI-60 drug combinations with 297,098 pairs across 59 cell lines. (1) Drug 1: C1=CC=C(C=C1)NC(=O)CCCCCCC(=O)NO. Drug 2: CC(C)(C1=NC(=CC=C1)N2C3=NC(=NC=C3C(=O)N2CC=C)NC4=CC=C(C=C4)N5CCN(CC5)C)O. Cell line: HT29. Synergy scores: CSS=79.0, Synergy_ZIP=3.18, Synergy_Bliss=4.22, Synergy_Loewe=-0.552, Synergy_HSA=6.93. (2) Drug 1: C1=NC2=C(N=C(N=C2N1C3C(C(C(O3)CO)O)F)Cl)N. Drug 2: CC12CCC3C(C1CCC2O)C(CC4=C3C=CC(=C4)O)CCCCCCCCCS(=O)CCCC(C(F)(F)F)(F)F. Cell line: NCIH23. Synergy scores: CSS=-1.26, Synergy_ZIP=2.34, Synergy_Bliss=0.720, Synergy_Loewe=-0.389, Synergy_HSA=-3.29. (3) Drug 1: CC1CCC2CC(C(=CC=CC=CC(CC(C(=O)C(C(C(=CC(C(=O)CC(OC(=O)C3CCCCN3C(=O)C(=O)C1(O2)O)C(C)CC4CCC(C(C4)OC)OCCO)C)C)O)OC)C)C)C)OC. Drug 2: C(CCl)NC(=O)N(CCCl)N=O. Cell line: SNB-19. Synergy scores: CSS=14.7, Synergy_ZIP=-3.48, Synergy_Bliss=2.89, Synergy_Loewe=-0.508, Synergy_HSA=-0.661. (4) Drug 1: C1=C(C(=O)NC(=O)N1)F. Drug 2: B(C(CC(C)C)NC(=O)C(CC1=CC=CC=C1)NC(=O)C2=NC=CN=C2)(O)O. Cell line: DU-145. Synergy scores: CSS=42.1, Synergy_ZIP=-0.608, Synergy_Bliss=-0.546, Synergy_Loewe=3.19, Synergy_HSA=3.24. (5) Drug 1: COC1=C(C=C2C(=C1)N=CN=C2NC3=CC(=C(C=C3)F)Cl)OCCCN4CCOCC4. Cell line: SNB-19. Drug 2: CC1=C(C(=CC=C1)Cl)NC(=O)C2=CN=C(S2)NC3=CC(=NC(=N3)C)N4CCN(CC4)CCO. Synergy scores: CSS=12.7, Synergy_ZIP=-4.37, Synergy_Bliss=-2.36, Synergy_Loewe=-0.207, Synergy_HSA=0.451. (6) Drug 1: C1CCC(CC1)NC(=O)N(CCCl)N=O. Drug 2: CCC1=C2CN3C(=CC4=C(C3=O)COC(=O)C4(CC)O)C2=NC5=C1C=C(C=C5)O. Synergy scores: CSS=49.7, Synergy_ZIP=-1.36, Synergy_Bliss=-1.71, Synergy_Loewe=-19.0, Synergy_HSA=2.14. Cell line: SNB-19. (7) Drug 1: CC1=C(C=C(C=C1)NC2=NC=CC(=N2)N(C)C3=CC4=NN(C(=C4C=C3)C)C)S(=O)(=O)N.Cl. Drug 2: CC(CN1CC(=O)NC(=O)C1)N2CC(=O)NC(=O)C2. Cell line: T-47D. Synergy scores: CSS=11.9, Synergy_ZIP=-2.76, Synergy_Bliss=4.48, Synergy_Loewe=4.70, Synergy_HSA=4.80.